From a dataset of Catalyst prediction with 721,799 reactions and 888 catalyst types from USPTO. Predict which catalyst facilitates the given reaction. (1) Reactant: [F:1][C:2]1[CH:8]=[C:7]([CH3:9])[CH:6]=[CH:5][C:3]=1[NH2:4].Cl[C:11]1[C:16]([C:17]([O:19][CH2:20][CH3:21])=[O:18])=[CH:15][N:14]=[C:13]([Cl:22])[CH:12]=1.Cl. Product: [Cl:22][C:13]1[CH:12]=[C:11]([NH:4][C:3]2[CH:5]=[CH:6][C:7]([CH3:9])=[CH:8][C:2]=2[F:1])[C:16]([C:17]([O:19][CH2:20][CH3:21])=[O:18])=[CH:15][N:14]=1. The catalyst class is: 14. (2) Reactant: [CH2:1]([O:3][C:4]([N:6]1[C:15]2[C:10](=[N:11][C:12]([O:16][CH3:17])=[CH:13][CH:14]=2)[C@@H:9]([NH:18][C:19]2[N:24]=[C:23]([CH2:25][C:26]3[CH:31]=[C:30]([C:32]([F:35])([F:34])[F:33])[CH:29]=[C:28]([C:36]([F:39])([F:38])[F:37])[CH:27]=3)[C:22]([CH2:40][OH:41])=[CH:21][N:20]=2)[CH2:8][C@H:7]1[CH2:42][CH3:43])=[O:5])[CH3:2].[H-].[Na+].CI.[C:48](=O)([O-])O.[Na+]. Product: [CH2:1]([O:3][C:4]([N:6]1[C:15]2[C:10](=[N:11][C:12]([O:16][CH3:17])=[CH:13][CH:14]=2)[C@@H:9]([NH:18][C:19]2[N:24]=[C:23]([CH2:25][C:26]3[CH:27]=[C:28]([C:36]([F:37])([F:38])[F:39])[CH:29]=[C:30]([C:32]([F:35])([F:33])[F:34])[CH:31]=3)[C:22]([CH2:40][O:41][CH3:48])=[CH:21][N:20]=2)[CH2:8][C@H:7]1[CH2:42][CH3:43])=[O:5])[CH3:2]. The catalyst class is: 7.